Task: Binary Classification. Given a T-cell receptor sequence (or CDR3 region) and an epitope sequence, predict whether binding occurs between them.. Dataset: TCR-epitope binding with 47,182 pairs between 192 epitopes and 23,139 TCRs Result: 1 (the TCR binds to the epitope). The TCR CDR3 sequence is CASRRSGLAPAGELFF. The epitope is IVTDFSVIK.